This data is from Full USPTO retrosynthesis dataset with 1.9M reactions from patents (1976-2016). The task is: Predict the reactants needed to synthesize the given product. (1) Given the product [NH2:16][C@H:7]1[C:8]2[C:13](=[CH:12][C:11]([O:14][CH3:15])=[CH:10][CH:9]=2)[N:4]([C:1](=[O:3])[CH3:2])[C@@H:5]([CH:28]2[CH2:30][CH2:29]2)[C@@H:6]1[CH3:27], predict the reactants needed to synthesize it. The reactants are: [C:1]([N:4]1[C:13]2[C:8](=[CH:9][CH:10]=[C:11]([O:14][CH3:15])[CH:12]=2)[C@H:7]([NH:16]C(=O)OCC2C=CC=CC=2)[C@@H:6]([CH3:27])[C@@H:5]1[CH:28]1[CH2:30][CH2:29]1)(=[O:3])[CH3:2].[H][H]. (2) Given the product [CH2:21]([N:25]([CH2:26][CH2:27][CH2:28][CH3:29])[C:7](=[O:20])[CH2:8][C:9]1[C:13]2[CH:14]=[C:15]([O:18][CH3:19])[CH:16]=[CH:17][C:12]=2[S:11][C:10]=1[C:5](=[O:6])[C:1]([CH3:4])([CH3:2])[CH3:3])[CH2:22][CH2:23][CH3:24], predict the reactants needed to synthesize it. The reactants are: [C:1]([C:5]1[O:6][C:7](=[O:20])[CH:8]=[C:9]2[C:13]3[CH:14]=[C:15]([O:18][CH3:19])[CH:16]=[CH:17][C:12]=3[S:11][C:10]=12)([CH3:4])([CH3:3])[CH3:2].[CH2:21]([NH:25][CH2:26][CH2:27][CH2:28][CH3:29])[CH2:22][CH2:23][CH3:24]. (3) Given the product [CH3:24][C:14]1[C:15]([CH2:19][C:20]([O:22][CH3:23])=[O:21])=[CH:16][CH:17]=[CH:18][C:13]=1[C:9]1[C:10]([CH3:12])=[CH:11][C:6]([O:5][CH2:4][CH2:3][CH2:2][NH:1][S:34]([CH3:33])(=[O:36])=[O:35])=[CH:7][C:8]=1[CH3:25], predict the reactants needed to synthesize it. The reactants are: [NH2:1][CH2:2][CH2:3][CH2:4][O:5][C:6]1[CH:11]=[C:10]([CH3:12])[C:9]([C:13]2[CH:18]=[CH:17][CH:16]=[C:15]([CH2:19][C:20]([O:22][CH3:23])=[O:21])[C:14]=2[CH3:24])=[C:8]([CH3:25])[CH:7]=1.C(N(CC)CC)C.[CH3:33][S:34](Cl)(=[O:36])=[O:35]. (4) Given the product [C:17]([NH:18][C@H:19]1[CH2:23][CH2:22][N:21]([C:9]2[CH:8]=[CH:7][C:3]([C:4]([NH2:6])=[O:5])=[C:2]([NH:36][C:35]3[CH:37]=[CH:38][C:32]([N:30]4[CH2:31][CH:26]([CH3:25])[O:27][CH:28]([CH3:39])[CH2:29]4)=[CH:33][CH:34]=3)[N:10]=2)[CH2:20]1)(=[O:24])[CH:40]=[CH2:41], predict the reactants needed to synthesize it. The reactants are: Cl[C:2]1[N:10]=[C:9](Cl)[CH:8]=[CH:7][C:3]=1[C:4]([NH2:6])=[O:5].C(O[C:17](=[O:24])[NH:18][C@H:19]1[CH2:23][CH2:22][NH:21][CH2:20]1)(C)(C)C.[CH3:25][CH:26]1[CH2:31][N:30]([C:32]2[CH:38]=[CH:37][C:35]([NH2:36])=[CH:34][CH:33]=2)[CH2:29][CH:28]([CH3:39])[O:27]1.[C:40](O)(=O)[CH:41]=C.